The task is: Predict the product of the given reaction.. This data is from Forward reaction prediction with 1.9M reactions from USPTO patents (1976-2016). (1) Given the reactants [C:1]([C:3]1([NH:6][C:7](=[O:34])[C@H:8]([CH2:31][CH2:32][CH3:33])[NH:9][C@@H:10]([C:15]2[CH:20]=[CH:19][C:18](C3C=CC(S(C)(=O)=O)=CC=3)=[CH:17][CH:16]=2)[C:11]([F:14])([F:13])[F:12])[CH2:5][CH2:4]1)#[N:2].[Cl:35][C:36]1[CH:37]=[C:38](B(O)O)[CH:39]=[CH:40][C:41]=1[F:42].BrC1C=CC([C@H](N[C@H](C(NC2(C#N)CC2)=O)CCC)C(F)(F)F)=CC=1, predict the reaction product. The product is: [C:1]([C:3]1([NH:6][C:7](=[O:34])[C@@H:8]([NH:9][C@@H:10]([C:15]2[CH:20]=[CH:19][C:18]([C:38]3[CH:39]=[CH:40][C:41]([F:42])=[C:36]([Cl:35])[CH:37]=3)=[CH:17][CH:16]=2)[C:11]([F:12])([F:14])[F:13])[CH2:31][CH2:32][CH3:33])[CH2:5][CH2:4]1)#[N:2]. (2) Given the reactants Br[C:2]1[CH:3]=[CH:4][C:5]([F:25])=[C:6](/[CH:8]=[CH:9]/[C:10]2[N:11]([CH2:23][CH3:24])[CH:12]=[C:13]([C:15]3[CH:20]=[CH:19][C:18]([Cl:21])=[CH:17][C:16]=3[Cl:22])[N:14]=2)[CH:7]=1.[OH:26][C:27]1[CH:32]=[CH:31][C:30](B(O)O)=[CH:29][CH:28]=1, predict the reaction product. The product is: [Cl:22][C:16]1[CH:17]=[C:18]([Cl:21])[CH:19]=[CH:20][C:15]=1[C:13]1[N:14]=[C:10](/[CH:9]=[CH:8]/[C:6]2[CH:7]=[C:2]([C:30]3[CH:31]=[CH:32][C:27]([OH:26])=[CH:28][CH:29]=3)[CH:3]=[CH:4][C:5]=2[F:25])[N:11]([CH2:23][CH3:24])[CH:12]=1.